Dataset: Catalyst prediction with 721,799 reactions and 888 catalyst types from USPTO. Task: Predict which catalyst facilitates the given reaction. Reactant: [Br:1][C:2]1[CH:3]=[C:4]([C:11]([OH:13])=[O:12])[C:5](=[CH:9][CH:10]=1)[C:6]([OH:8])=[O:7].S(=O)(=O)(O)O.[CH3:19][C:20](=[CH2:22])[CH3:21]. Product: [Br:1][C:2]1[CH:3]=[C:4]([C:11]([O:13][C:4]([CH3:11])([CH3:5])[CH3:3])=[O:12])[C:5]([C:6]([O:8][C:20]([CH3:21])([CH3:19])[CH3:22])=[O:7])=[CH:9][CH:10]=1. The catalyst class is: 2.